From a dataset of Forward reaction prediction with 1.9M reactions from USPTO patents (1976-2016). Predict the product of the given reaction. Given the reactants [K].[O-]CCCC.Cl[C:8]1[N:16]=[C:15]2[C:11]([N:12]=[CH:13][N:14]2[CH:17]2[CH2:22][CH2:21][CH2:20][CH2:19][O:18]2)=[C:10]([NH2:23])[N:9]=1.[CH3:24][O:25][CH2:26][CH:27]([OH:29])[CH3:28], predict the reaction product. The product is: [CH3:28][CH:27]([O:29][C:8]1[N:16]=[C:15]2[C:11]([N:12]=[CH:13][N:14]2[CH:17]2[CH2:22][CH2:21][CH2:20][CH2:19][O:18]2)=[C:10]([NH2:23])[N:9]=1)[CH2:26][O:25][CH3:24].